This data is from Reaction yield outcomes from USPTO patents with 853,638 reactions. The task is: Predict the reaction yield, written as a fraction of the theoretical maximum amount of product (1.0 means a 100% yield; for example, 0.34 means a 34% yield). (1) The reactants are Br[CH2:2][C:3]1[CH:11]=[C:10]([C@H:12]2[C@H:17]([O:18][CH2:19][C:20]3[CH:25]=[CH:24][CH:23]=[CH:22][CH:21]=3)[C@@H:16]([O:26][CH2:27][C:28]3[CH:33]=[CH:32][CH:31]=[CH:30][CH:29]=3)[C@H:15]([O:34][CH2:35][C:36]3[CH:41]=[CH:40][CH:39]=[CH:38][CH:37]=3)[C@@H:14]([CH2:42][O:43][CH2:44][C:45]3[CH:50]=[CH:49][CH:48]=[CH:47][CH:46]=3)[O:13]2)[C:6]2[CH2:7][CH2:8]O[C:5]=2[C:4]=1[Cl:51].C([O-])([O-])=O.[K+].[K+].[CH3:58][O:59][C:60]1[CH:65]=[CH:64][C:63](B(O)O)=[CH:62][CH:61]=1.[OH2:69]. The catalyst is CC(C)=O.Cl[Pd](Cl)([P](C1C=CC=CC=1)(C1C=CC=CC=1)C1C=CC=CC=1)[P](C1C=CC=CC=1)(C1C=CC=CC=1)C1C=CC=CC=1. The product is [Cl:51][C:4]1[C:5]2[O:69][CH2:8][CH2:7][C:6]=2[C:10]([CH:12]2[C@H:17]([O:18][CH2:19][C:20]3[CH:21]=[CH:22][CH:23]=[CH:24][CH:25]=3)[C@@H:16]([O:26][CH2:27][C:28]3[CH:33]=[CH:32][CH:31]=[CH:30][CH:29]=3)[C@H:15]([O:34][CH2:35][C:36]3[CH:37]=[CH:38][CH:39]=[CH:40][CH:41]=3)[C@@H:14]([CH2:42][O:43][CH2:44][C:45]3[CH:50]=[CH:49][CH:48]=[CH:47][CH:46]=3)[O:13]2)=[CH:11][C:3]=1[CH2:2][C:63]1[CH:64]=[CH:65][C:60]([O:59][CH3:58])=[CH:61][CH:62]=1. The yield is 0.460. (2) The reactants are [Cl:1][S:2]([OH:5])(=O)=[O:3].[N:6]1[CH:11]=[CH:10][C:9]([C:12]2[C:21]3[C:16](=[CH:17][CH:18]=[C:19]([C:22]4[CH:23]=[CH:24][C:25]([NH2:28])=[N:26][CH:27]=4)[CH:20]=3)[N:15]=[CH:14][CH:13]=2)=[CH:8][CH:7]=1. No catalyst specified. The product is [NH2:28][C:25]1[C:24]([S:2]([Cl:1])(=[O:5])=[O:3])=[CH:23][C:22]([C:19]2[CH:20]=[C:21]3[C:16](=[CH:17][CH:18]=2)[N:15]=[CH:14][CH:13]=[C:12]3[C:9]2[CH:10]=[CH:11][N:6]=[CH:7][CH:8]=2)=[CH:27][N:26]=1. The yield is 0.470. (3) The catalyst is C1COCC1.C(OCC)(=O)C. The reactants are [H-].[H-].[H-].[H-].[Li+].[Al+3].[F:7][C:8]1[CH:13]=[CH:12][CH:11]=[C:10]([F:14])[C:9]=1[CH2:15][CH2:16][C:17](OCC)=[O:18].C(C(C(C([O-])=O)O)O)([O-])=O.[Na+].[K+]. The yield is 0.700. The product is [F:7][C:8]1[CH:13]=[CH:12][CH:11]=[C:10]([F:14])[C:9]=1[CH2:15][CH2:16][CH2:17][OH:18]. (4) The reactants are [CH3:1][S:2]([O:5][CH:6]1[CH2:9][N:8](C(C2C=CC=CC=2)C2C=CC=CC=2)[CH2:7]1)(=[O:4])=[O:3].[Cl:23]CCOC(Cl)=O. The catalyst is ClCCl. The product is [ClH:23].[CH3:1][S:2]([O:5][CH:6]1[CH2:9][NH:8][CH2:7]1)(=[O:4])=[O:3]. The yield is 1.00. (5) The reactants are [CH3:1][N:2]([C:7]1[CH:12]=[CH:11][C:10]([C:13]2[CH:18]=[CH:17][N:16]=[C:15]3[N:19](S(C4C=CC=CC=4)(=O)=O)[C:20]([CH3:22])=[CH:21][C:14]=23)=[CH:9][CH:8]=1)[S:3]([CH3:6])(=[O:5])=[O:4].[OH-].[Na+].O. The catalyst is O1C=COC=C1.CO. The product is [CH3:1][N:2]([C:7]1[CH:8]=[CH:9][C:10]([C:13]2[CH:18]=[CH:17][N:16]=[C:15]3[NH:19][C:20]([CH3:22])=[CH:21][C:14]=23)=[CH:11][CH:12]=1)[S:3]([CH3:6])(=[O:4])=[O:5]. The yield is 0.740. (6) The reactants are [Cl:1][C:2]1[C:3]([N:12]2[CH:29]=[C:15]3[C:16]([NH:21][C:22]4[CH:27]=[C:26]([CH3:28])[N:25]=[CH:24][N:23]=4)=[N:17][CH:18]=[C:19]([F:20])[C:14]3=[N:13]2)=[C:4]([CH:7]=[C:8]([CH:10]=[O:11])[CH:9]=1)[C:5]#[N:6].[BH4-].[Na+]. The catalyst is C(O)C.C1COCC1. The product is [Cl:1][C:2]1[C:3]([N:12]2[CH:29]=[C:15]3[C:16]([NH:21][C:22]4[CH:27]=[C:26]([CH3:28])[N:25]=[CH:24][N:23]=4)=[N:17][CH:18]=[C:19]([F:20])[C:14]3=[N:13]2)=[C:4]([CH:7]=[C:8]([CH2:10][OH:11])[CH:9]=1)[C:5]#[N:6]. The yield is 0.160. (7) The reactants are C[Si]([N-][Si](C)(C)C)(C)C.[K+].[CH3:11][C:12]1([CH3:23])[CH2:21][CH2:20][C:19](=[O:22])[C:18]2[N:17]=[CH:16][CH:15]=[CH:14][C:13]1=2.C1C=CC(N([S:31]([C:34]([F:37])([F:36])[F:35])(=[O:33])=[O:32])[S:31]([C:34]([F:37])([F:36])[F:35])(=[O:33])=[O:32])=CC=1. The catalyst is O1CCCC1. The product is [F:35][C:34]([F:37])([F:36])[S:31]([O:22][C:19]1[C:18]2[N:17]=[CH:16][CH:15]=[CH:14][C:13]=2[C:12]([CH3:23])([CH3:11])[CH2:21][CH:20]=1)(=[O:33])=[O:32]. The yield is 0.540. (8) The reactants are [N:1]1([CH2:6][CH2:7][O:8][C:9]2[CH:14]=[CH:13][C:12]([NH2:15])=[CH:11][CH:10]=2)[CH2:5][CH2:4][CH2:3][CH2:2]1.O[CH:17]=[C:18]1[C:26]2[C:21](=[CH:22][CH:23]=[CH:24][CH:25]=2)[NH:20][C:19]1=[O:27]. The yield is 0.640. The product is [N:1]1([CH2:6][CH2:7][O:8][C:9]2[CH:10]=[CH:11][C:12]([NH:15][CH:17]=[C:18]3[C:26]4[C:21](=[CH:22][CH:23]=[CH:24][CH:25]=4)[NH:20][C:19]3=[O:27])=[CH:13][CH:14]=2)[CH2:5][CH2:4][CH2:3][CH2:2]1. No catalyst specified. (9) The reactants are O=[C:2]1[C:11]2[C:6](=[CH:7][CH:8]=[CH:9][CH:10]=2)[O:5][CH:4]([C:12]2[S:13][C:14]([C:17]([O:19][CH3:20])=[O:18])=[CH:15][N:16]=2)[CH2:3]1.[CH3:21][C:22]([S@:25]([NH2:27])=[O:26])([CH3:24])[CH3:23].O1CCC[CH2:29]1. The catalyst is [O-]CC.[Ti+4].[O-]CC.[O-]CC.[O-]CC. The product is [C:22]([S@:25]([N:27]=[C:2]1[C:11]2[C:6](=[CH:7][CH:8]=[CH:9][CH:10]=2)[O:5][C@H:4]([C:12]2[S:13][C:14]([C:17]([O:19][CH2:20][CH3:29])=[O:18])=[CH:15][N:16]=2)[CH2:3]1)=[O:26])([CH3:24])([CH3:23])[CH3:21]. The yield is 0.362. (10) The product is [F:1][C:2]1[C:3]([CH2:22][NH:25][CH3:24])=[CH:4][N:5]([S:13]([C:16]2[CH:17]=[N:18][CH:19]=[CH:20][CH:21]=2)(=[O:15])=[O:14])[C:6]=1[C:7]1[CH:12]=[CH:11][CH:10]=[CH:9][CH:8]=1. The catalyst is O1CCCC1. The yield is 0.390. The reactants are [F:1][C:2]1[C:3]([CH:22]=O)=[CH:4][N:5]([S:13]([C:16]2[CH:17]=[N:18][CH:19]=[CH:20][CH:21]=2)(=[O:15])=[O:14])[C:6]=1[C:7]1[CH:12]=[CH:11][CH:10]=[CH:9][CH:8]=1.[CH3:24][NH2:25].[BH4-].[Na+].CO.